This data is from Full USPTO retrosynthesis dataset with 1.9M reactions from patents (1976-2016). The task is: Predict the reactants needed to synthesize the given product. Given the product [Cl:14][C:10]1[CH:9]=[C:8]([C:7]2[N:6]=[C:5]([C:15]([OH:17])=[O:16])[CH:4]=[N:3][C:2]=2[CH:19]2[CH2:21][CH2:20]2)[CH:13]=[CH:12][CH:11]=1, predict the reactants needed to synthesize it. The reactants are: Br[C:2]1[N:3]=[CH:4][C:5]([C:15]([OH:17])=[O:16])=[N:6][C:7]=1[C:8]1[CH:13]=[CH:12][CH:11]=[C:10]([Cl:14])[CH:9]=1.[Br-].[CH:19]1([Zn+])[CH2:21][CH2:20]1.